This data is from Catalyst prediction with 721,799 reactions and 888 catalyst types from USPTO. The task is: Predict which catalyst facilitates the given reaction. (1) Reactant: [O:1]=[C:2]([C:18]1[CH:23]=[CH:22][CH:21]=[CH:20][C:19]=1[NH:24][C:25]1[CH:30]=[CH:29][CH:28]=[CH:27][CH:26]=1)[CH2:3][CH2:4][CH:5]1[CH2:10][CH2:9][N:8]([C:11]([O:13][C:14]([CH3:17])([CH3:16])[CH3:15])=[O:12])[CH2:7][CH2:6]1.[C:31](Cl)(=[O:35])[C:32](Cl)=[O:33].[CH3:37][NH2:38]. Product: [CH3:37][NH:38][C:31](=[O:35])[C:32]([N:24]([C:19]1[CH:20]=[CH:21][CH:22]=[CH:23][C:18]=1[C:2](=[O:1])[CH2:3][CH2:4][CH:5]1[CH2:10][CH2:9][N:8]([C:11]([O:13][C:14]([CH3:17])([CH3:15])[CH3:16])=[O:12])[CH2:7][CH2:6]1)[C:25]1[CH:30]=[CH:29][CH:28]=[CH:27][CH:26]=1)=[O:33]. The catalyst class is: 11. (2) Reactant: [CH:1](NC(C)C)(C)C.C([Li])CCC.[CH2:13]([N:20]1[CH2:25][CH2:24][CH:23]([C:26]([O:28][C:29]([CH3:32])([CH3:31])[CH3:30])=[O:27])[CH2:22][CH2:21]1)[C:14]1[CH:19]=[CH:18][CH:17]=[CH:16][CH:15]=1.CI. Product: [CH2:13]([N:20]1[CH2:25][CH2:24][C:23]([CH3:1])([C:26]([O:28][C:29]([CH3:32])([CH3:31])[CH3:30])=[O:27])[CH2:22][CH2:21]1)[C:14]1[CH:15]=[CH:16][CH:17]=[CH:18][CH:19]=1. The catalyst class is: 7. (3) Reactant: Br[C:2]1[CH:6]=[CH:5][N:4]([Si:7]([CH:14]([CH3:16])[CH3:15])([CH:11]([CH3:13])[CH3:12])[CH:8]([CH3:10])[CH3:9])[CH:3]=1.C([Li])(C)(C)C.C[O:23][B:24](OC)[O:25]C.CO. Product: [CH:8]([Si:7]([CH:14]([CH3:16])[CH3:15])([CH:11]([CH3:13])[CH3:12])[N:4]1[CH:5]=[CH:6][C:2]([B:24]([OH:25])[OH:23])=[CH:3]1)([CH3:10])[CH3:9]. The catalyst class is: 20. (4) Reactant: [C:1]([C:3]1[N:11]=[CH:10][C:9]2[N:8]([CH2:12][O:13][CH2:14][CH2:15][Si:16]([CH3:19])([CH3:18])[CH3:17])[C:7]3[N:20]=[CH:21][CH:22]=[C:23]([N:24]4[CH2:29][CH2:28][N:27](C(OC(C)(C)C)=O)[CH2:26][CH2:25]4)[C:6]=3[C:5]=2[CH:4]=1)#[N:2].FC(F)(F)C(O)=O. Product: [N:24]1([C:23]2[C:6]3[C:5]4[CH:4]=[C:3]([C:1]#[N:2])[N:11]=[CH:10][C:9]=4[N:8]([CH2:12][O:13][CH2:14][CH2:15][Si:16]([CH3:19])([CH3:18])[CH3:17])[C:7]=3[N:20]=[CH:21][CH:22]=2)[CH2:29][CH2:28][NH:27][CH2:26][CH2:25]1. The catalyst class is: 2. (5) Reactant: O.Cl.[N+:3]([C:6]1[CH:7]=[C:8]2[C:12](=[CH:13][CH:14]=1)[C:11](=[O:15])[NH:10][CH2:9]2)([O-])=O.N. Product: [NH2:3][C:6]1[CH:7]=[C:8]2[C:12](=[CH:13][CH:14]=1)[C:11](=[O:15])[NH:10][CH2:9]2. The catalyst class is: 447. (6) Product: [F:1][C:2]1[CH:3]=[N:4][CH:5]=[C:6]([C:20]=1[CH3:21])[C:7]([NH:9][C:10]1[CH:15]=[CH:14][C:13]([C:16]([OH:19])([C:27]2[CH:28]=[CH:29][C:24]([O:23][CH3:22])=[CH:25][CH:26]=2)[CH2:17][CH3:18])=[CH:12][N:11]=1)=[O:8]. The catalyst class is: 1. Reactant: [F:1][C:2]1[CH:3]=[N:4][CH:5]=[C:6]([C:20]=1[CH3:21])[C:7]([NH:9][C:10]1[CH:15]=[CH:14][C:13]([C:16](=[O:19])[CH2:17][CH3:18])=[CH:12][N:11]=1)=[O:8].[CH3:22][O:23][C:24]1[CH:29]=[CH:28][C:27]([Mg]Br)=[CH:26][CH:25]=1. (7) Reactant: [Cl:1][C:2]1[C:7]([C:8](Cl)=[O:9])=[C:6]([Cl:11])[N:5]=[CH:4][N:3]=1.[CH3:12][O:13][C:14]1[CH:20]=[CH:19][CH:18]=[CH:17][C:15]=1[NH2:16]. The catalyst class is: 4. Product: [Cl:1][C:2]1[C:7]([C:8]([NH:16][C:15]2[CH:17]=[CH:18][CH:19]=[CH:20][C:14]=2[O:13][CH3:12])=[O:9])=[C:6]([Cl:11])[N:5]=[CH:4][N:3]=1.